Dataset: Forward reaction prediction with 1.9M reactions from USPTO patents (1976-2016). Task: Predict the product of the given reaction. (1) Given the reactants OC1C=CC(C(C2C=C(OC)C=CC=2C2C=CC3C(=CC=C(OC)C=3)C=2)=O)=CC=1.Cl.ClCCN1CCCCCC1.[N:41]1([CH2:48][CH2:49][O:50][C:51]2[CH:56]=[CH:55][C:54]([C:57]([C:59]3[CH:64]=[C:63]([O:65][CH3:66])[CH:62]=[CH:61][C:60]=3[C:67]3[CH:76]=[CH:75][C:74]4[C:69](=[CH:70][CH:71]=[C:72]([O:77][CH3:78])[CH:73]=4)[CH:68]=3)=O)=[CH:53][CH:52]=2)[CH2:47][CH2:46][CH2:45][CH2:44][CH2:43][CH2:42]1, predict the reaction product. The product is: [CH3:66][O:65][C:63]1[CH:62]=[CH:61][C:60]([C:67]2[CH:76]=[CH:75][C:74]3[C:69](=[CH:70][CH:71]=[C:72]([O:77][CH3:78])[CH:73]=3)[CH:68]=2)=[C:59]([CH:64]=1)[CH2:57][C:54]1[CH:55]=[CH:56][C:51]([O:50][CH2:49][CH2:48][N:41]2[CH2:42][CH2:43][CH2:44][CH2:45][CH2:46][CH2:47]2)=[CH:52][CH:53]=1. (2) Given the reactants C[O:2][C:3](=[O:16])[C:4]1[CH:9]=[CH:8][C:7]([C:10]2[N:11]([CH3:15])[CH:12]=[N:13][CH:14]=2)=[CH:6][CH:5]=1.[OH-].[Li+].O1CCCC1.O, predict the reaction product. The product is: [CH3:15][N:11]1[C:10]([C:7]2[CH:8]=[CH:9][C:4]([C:3]([OH:16])=[O:2])=[CH:5][CH:6]=2)=[CH:14][N:13]=[CH:12]1. (3) Given the reactants [Cl:1][C:2]1[N:11]=[C:10]([NH:12][NH2:13])[C:9]2[CH:8]=[CH:7][C:6]3[O:14][C:15]([F:18])([F:17])[O:16][C:5]=3[C:4]=2[N:3]=1.[CH:19](OC)(OC)OC.FC(F)(F)C(O)=O.C(=O)([O-])O.[Na+], predict the reaction product. The product is: [Cl:1][C:2]1[N:11]2[CH:19]=[N:13][N:12]=[C:10]2[C:9]2[C:4](=[C:5]3[O:16][C:15]([F:18])([F:17])[O:14][C:6]3=[CH:7][CH:8]=2)[N:3]=1. (4) Given the reactants [C:1]([C:3]([CH:10]1[CH2:15][CH2:14][CH2:13][CH2:12][CH2:11]1)([CH3:9])[C:4]([O:6][CH2:7][CH3:8])=[O:5])#[N:2].[BH4-].[Na+].[CH3:18][C:19]([O:22][C:23](O[C:23]([O:22][C:19]([CH3:21])([CH3:20])[CH3:18])=[O:24])=[O:24])([CH3:21])[CH3:20], predict the reaction product. The product is: [C:19]([O:22][C:23]([NH:2][CH2:1][C:3]([CH:10]1[CH2:11][CH2:12][CH2:13][CH2:14][CH2:15]1)([CH3:9])[C:4]([O:6][CH2:7][CH3:8])=[O:5])=[O:24])([CH3:21])([CH3:20])[CH3:18]. (5) Given the reactants [NH2:1][C@H:2]([C:8]([OH:10])=[O:9])[CH2:3][CH2:4][C:5]([OH:7])=[O:6].[C:11]1([CH3:21])[CH:16]=[CH:15][C:14]([S:17]([OH:20])(=[O:19])=[O:18])=[CH:13][CH:12]=1.[CH2:22](O)[C:23]1[CH:28]=[CH:27][CH:26]=[CH:25][CH:24]=1, predict the reaction product. The product is: [C:11]1([CH3:21])[CH:12]=[CH:13][C:14]([S:17]([OH:20])(=[O:18])=[O:19])=[CH:15][CH:16]=1.[CH2:21]([O:9][C:8](=[O:10])[C@H:2]([CH2:3][CH2:4][C:5]([O:7][CH2:22][C:23]1[CH:28]=[CH:27][CH:26]=[CH:25][CH:24]=1)=[O:6])[NH2:1])[C:11]1[CH:16]=[CH:15][CH:14]=[CH:13][CH:12]=1. (6) Given the reactants [CH3:1][C:2]1[C:3]2[CH:10]=[CH:9][CH:8]=[CH:7][C:4]=2[S:5][CH:6]=1.[CH:11](=[O:18])[C:12]1[CH:17]=[CH:16][CH:15]=[CH:14][CH:13]=1, predict the reaction product. The product is: [CH3:1][C:2]1[C:3]2[CH:10]=[CH:9][CH:8]=[CH:7][C:4]=2[S:5][C:6]=1[CH:11]([C:12]1[CH:17]=[CH:16][CH:15]=[CH:14][CH:13]=1)[OH:18]. (7) Given the reactants [CH2:1]([O:8][C:9](=[O:35])[CH2:10][CH2:11][C@H:12]([NH:27][C:28]([O:30][C:31]([CH3:34])([CH3:33])[CH3:32])=[O:29])[C:13](=[O:26])[NH:14][CH2:15][C:16]1[CH:21]=[CH:20][C:19]([C:22](=[NH:25])[NH:23][OH:24])=[CH:18][CH:17]=1)[C:2]1[CH:7]=[CH:6][CH:5]=[CH:4][CH:3]=1.[C:36](OC(=O)C)(=[O:38])[CH3:37], predict the reaction product. The product is: [CH2:1]([O:8][C:9](=[O:35])[CH2:10][CH2:11][C@H:12]([NH:27][C:28]([O:30][C:31]([CH3:32])([CH3:34])[CH3:33])=[O:29])[C:13](=[O:26])[NH:14][CH2:15][C:16]1[CH:21]=[CH:20][C:19]([C:22](=[NH:25])[N:23]([OH:24])[C:36](=[O:38])[CH3:37])=[CH:18][CH:17]=1)[C:2]1[CH:3]=[CH:4][CH:5]=[CH:6][CH:7]=1. (8) Given the reactants [Cl:1][C:2]1[CH:7]=[C:6]([OH:8])[CH:5]=[CH:4][C:3]=1[CH:9]([CH3:24])[C:10]([C:16]1[CH:17]=[CH:18][C:19](=[O:23])[N:20]([CH3:22])[CH:21]=1)([OH:15])[C:11]([F:14])([F:13])[F:12].[F:25][C:26]1[CH:31]=[CH:30][C:29](B(O)O)=[CH:28][C:27]=1[O:35][CH3:36], predict the reaction product. The product is: [Cl:1][C:2]1[CH:7]=[C:6]([O:8][C:29]2[CH:30]=[CH:31][C:26]([F:25])=[C:27]([O:35][CH3:36])[CH:28]=2)[CH:5]=[CH:4][C:3]=1[CH:9]([CH3:24])[C:10]([C:16]1[CH:17]=[CH:18][C:19](=[O:23])[N:20]([CH3:22])[CH:21]=1)([OH:15])[C:11]([F:13])([F:14])[F:12].